From a dataset of Full USPTO retrosynthesis dataset with 1.9M reactions from patents (1976-2016). Predict the reactants needed to synthesize the given product. Given the product [CH3:7][O:8][C:9](=[O:22])[C:10]1[C:18]([N+:19]([O-:21])=[O:20])=[CH:17][CH:16]=[CH:15][C:1]=1[C:2]([Cl:4])=[O:3], predict the reactants needed to synthesize it. The reactants are: [C:1](Cl)(=O)[C:2]([Cl:4])=[O:3].[CH3:7][O:8][C:9](=[O:22])[C:10]1C(=[CH:15][CH:16]=[CH:17][C:18]=1[N+:19]([O-:21])=[O:20])C(O)=O.